Dataset: Forward reaction prediction with 1.9M reactions from USPTO patents (1976-2016). Task: Predict the product of the given reaction. (1) Given the reactants [Cl:1][C:2]1[CH:7]=[CH:6][C:5]([N:8]2[C:17](=[O:18])[C:16]3[C:11](=[CH:12][C:13]([O:21]C)=[CH:14][C:15]=3[O:19]C)[N:10]=[C:9]2[CH:23]([CH3:25])[CH3:24])=[CH:4][CH:3]=1.B(Br)(Br)Br.C([O-])(O)=O.[Na+], predict the reaction product. The product is: [Cl:1][C:2]1[CH:3]=[CH:4][C:5]([N:8]2[C:17](=[O:18])[C:16]3[C:11](=[CH:12][C:13]([OH:21])=[CH:14][C:15]=3[OH:19])[N:10]=[C:9]2[CH:23]([CH3:25])[CH3:24])=[CH:6][CH:7]=1. (2) The product is: [Cl:1][C:2]1[C:7]2[NH:8][C:9]([C:11]3[CH:12]=[C:13]([CH:31]=[CH:32][CH:33]=3)[C:14]([NH:16][CH2:17][CH2:18][CH:19]3[CH2:24][CH2:23][N:22]([C:25]4[CH:30]=[CH:29][N:28]=[CH:27][CH:26]=4)[CH2:21][CH2:20]3)=[O:15])=[N:41][C:6]=2[CH:5]=[CH:4][CH:3]=1. Given the reactants [Cl:1][C:2]1[C:7]2[N:8]=[C:9]([C:11]3[CH:12]=[C:13]([CH:31]=[CH:32][CH:33]=3)[C:14]([NH:16][CH2:17][CH2:18][CH:19]3[CH2:24][CH2:23][N:22]([C:25]4[CH:30]=[CH:29][N:28]=[CH:27][CH:26]=4)[CH2:21][CH2:20]3)=[O:15])S[C:6]=2[CH:5]=[CH:4][CH:3]=1.FC(F)(F)C(O)=O.[N:41]1(C2C=CN=CC=2)CCC(CCN)CC1.ClC1C2NC(C3C=C(C=CC=3)C(O)=O)=NC=2C=CC=1.B(O)O.C(C1C=C(C=CC=1)C(OC)=O)=O, predict the reaction product. (3) Given the reactants C[O:2][C:3](=[O:38])[CH2:4][CH:5]([OH:37])[CH2:6][CH:7]([OH:36])[CH2:8][CH2:9][C:10]1[N:11]([CH:33]([CH3:35])[CH3:34])[C:12]([CH2:28][NH:29][C:30](=[O:32])[CH3:31])=[C:13]([C:22]2[CH:27]=[CH:26][CH:25]=[CH:24][CH:23]=2)[C:14]=1[C:15]1[CH:20]=[CH:19][C:18]([F:21])=[CH:17][CH:16]=1.[OH-].[Na+], predict the reaction product. The product is: [C:30]([NH:29][CH2:28][C:12]1[N:11]([CH:33]([CH3:35])[CH3:34])[C:10]([CH2:9][CH2:8][CH:7]([OH:36])[CH2:6][CH:5]([OH:37])[CH2:4][C:3]([OH:38])=[O:2])=[C:14]([C:15]2[CH:16]=[CH:17][C:18]([F:21])=[CH:19][CH:20]=2)[C:13]=1[C:22]1[CH:27]=[CH:26][CH:25]=[CH:24][CH:23]=1)(=[O:32])[CH3:31]. (4) Given the reactants C(NC(C)C)(C)C.[Li]CCCC.[CH3:13][C:14]1[CH:19]=[CH:18][N:17]=[N:16][CH:15]=1.[C:20]([C:22]1[CH:23]=[C:24]([CH:31]=[CH:32][CH:33]=1)[C:25](N(OC)C)=[O:26])#[N:21].[Cl-].[NH4+], predict the reaction product. The product is: [N:17]1[CH:18]=[CH:19][C:14]([CH2:13][C:25]([C:24]2[CH:23]=[C:22]([CH:33]=[CH:32][CH:31]=2)[C:20]#[N:21])=[O:26])=[CH:15][N:16]=1. (5) Given the reactants [C:1]([CH2:3][C:4]1[NH:8][C:7]2[CH:9]=[CH:10][CH:11]=[C:12]([CH3:13])[C:6]=2[N:5]=1)#[N:2].[CH2:14]([CH:18]([C:24]([CH3:26])=O)[C:19](OCC)=[O:20])[CH2:15][CH2:16][CH3:17].C([O-])(=O)C.[NH4+], predict the reaction product. The product is: [CH2:14]([C:18]1[C:19](=[O:20])[N:8]2[C:4]([NH:5][C:6]3[C:12]([CH3:13])=[CH:11][CH:10]=[CH:9][C:7]=32)=[C:3]([C:1]#[N:2])[C:24]=1[CH3:26])[CH2:15][CH2:16][CH3:17]. (6) Given the reactants [OH:1][C:2]1([C:9]2[CH:18]=[CH:17][C:12]([C:13]([NH:15][CH3:16])=[O:14])=[CH:11][N:10]=2)[CH2:7][CH2:6][C:5](=O)[CH2:4][CH2:3]1.[NH2:19][C@H:20]1[CH2:24][CH2:23][N:22]([C:25](=[O:40])[CH2:26][NH:27][C:28](=[O:39])[C:29]2[CH:34]=[CH:33][CH:32]=[C:31]([C:35]([F:38])([F:37])[F:36])[CH:30]=2)[CH2:21]1.[Na].C(O[BH-](OC(=O)C)OC(=O)C)(=O)C, predict the reaction product. The product is: [OH:1][C:2]1([C:9]2[CH:18]=[CH:17][C:12]([C:13]([NH:15][CH3:16])=[O:14])=[CH:11][N:10]=2)[CH2:7][CH2:6][CH:5]([NH:19][C@H:20]2[CH2:24][CH2:23][N:22]([C:25](=[O:40])[CH2:26][NH:27][C:28](=[O:39])[C:29]3[CH:34]=[CH:33][CH:32]=[C:31]([C:35]([F:37])([F:38])[F:36])[CH:30]=3)[CH2:21]2)[CH2:4][CH2:3]1. (7) Given the reactants [Br:1][CH2:2][C:3]1[CH:8]=[CH:7][C:6]([S:9](Cl)(=[O:11])=[O:10])=[CH:5][CH:4]=1.[CH2:13]([CH2:15][NH2:16])[OH:14].C(N(CC)C(C)C)(C)C, predict the reaction product. The product is: [Br:1][CH2:2][C:3]1[CH:8]=[CH:7][C:6]([S:9]([NH:16][CH2:15][CH2:13][OH:14])(=[O:11])=[O:10])=[CH:5][CH:4]=1. (8) Given the reactants [NH2:1][CH2:2][CH2:3][CH2:4][N:5]1[C:17]2[C:16]3[CH:15]=[CH:14][CH:13]=[CH:12][C:11]=3[N:10]=[C:9]([NH2:18])[C:8]=2[N:7]=[C:6]1[CH2:19][CH2:20][O:21][CH3:22].[CH3:23][S:24](Cl)(=[O:26])=[O:25], predict the reaction product. The product is: [NH2:18][C:9]1[C:8]2[N:7]=[C:6]([CH2:19][CH2:20][O:21][CH3:22])[N:5]([CH2:4][CH2:3][CH2:2][NH:1][S:24]([CH3:23])(=[O:26])=[O:25])[C:17]=2[C:16]2[CH:15]=[CH:14][CH:13]=[CH:12][C:11]=2[N:10]=1. (9) Given the reactants [Cl:1][C:2]1[CH:3]=[C:4]([CH:20]=[CH:21][CH:22]=1)[CH2:5][NH:6][C:7](=[O:19])[C:8]1[CH:13]=[CH:12][C:11]([CH:14]=O)=[C:10]([N+:16]([O-])=O)[CH:9]=1.[N:23]1[CH:28]=[CH:27][CH:26]=[CH:25][C:24]=1[CH:29]([CH2:32][C:33]1[CH:38]=[CH:37][CH:36]=[CH:35][N:34]=1)[CH2:30][NH2:31].N1C2C(=CC=CC=2)C=N1, predict the reaction product. The product is: [Cl:1][C:2]1[CH:3]=[C:4]([CH:20]=[CH:21][CH:22]=1)[CH2:5][NH:6][C:7]([C:8]1[CH:13]=[CH:12][C:11]2[C:10]([CH:9]=1)=[N:16][N:31]([CH2:30][CH:29]([C:24]1[CH:25]=[CH:26][CH:27]=[CH:28][N:23]=1)[CH2:32][C:33]1[CH:38]=[CH:37][CH:36]=[CH:35][N:34]=1)[CH:14]=2)=[O:19]. (10) Given the reactants [CH:1]1[C:6]([CH2:7][CH2:8][NH2:9])=[CH:5][C:4]([OH:10])=[C:3]([OH:11])[CH:2]=1.[ClH:12].CC(C)=O.[C:17](=[O:20])(O)[O-].[Na+].C(OC(OC(C)(C)C)=O)(OC(C)(C)C)=O, predict the reaction product. The product is: [CH:1]1[C:6]([CH2:7][CH2:8][NH2:9])=[CH:5][C:4]([OH:10])=[C:3]([OH:11])[CH:2]=1.[ClH:12].[CH2:2]([CH:3]([CH2:4][CH3:5])[C:17]([Cl:12])=[O:20])[CH3:1].